From a dataset of Forward reaction prediction with 1.9M reactions from USPTO patents (1976-2016). Predict the product of the given reaction. Given the reactants FC(F)(F)C(O)=O.[NH2:8][C:9]1[N:14]=[C:13]([NH:15][C@@H:16]([CH2:20][CH2:21][CH3:22])[CH2:17][CH2:18][OH:19])[C:12]([CH2:23][C:24]2[CH:45]=[CH:44][C:27]([O:28][CH2:29][CH2:30][CH2:31][N:32]3[CH2:36][CH2:35][CH2:34][C@@H:33]3[C:37]([O:39]C(C)(C)C)=[O:38])=[CH:26][C:25]=2[O:46][CH3:47])=[C:11]([CH3:48])[N:10]=1, predict the reaction product. The product is: [NH2:8][C:9]1[N:14]=[C:13]([NH:15][C@@H:16]([CH2:20][CH2:21][CH3:22])[CH2:17][CH2:18][OH:19])[C:12]([CH2:23][C:24]2[CH:45]=[CH:44][C:27]([O:28][CH2:29][CH2:30][CH2:31][N:32]3[CH2:36][CH2:35][CH2:34][C@@H:33]3[C:37]([OH:39])=[O:38])=[CH:26][C:25]=2[O:46][CH3:47])=[C:11]([CH3:48])[N:10]=1.